From a dataset of Full USPTO retrosynthesis dataset with 1.9M reactions from patents (1976-2016). Predict the reactants needed to synthesize the given product. (1) The reactants are: C[N:2](C)/[CH:3]=[CH:4]/[C:5]([C:7]1[C:12](=[O:13])[CH:11]=[CH:10][N:9]([C:14]2[CH:19]=[CH:18][CH:17]=[C:16]([O:20][C:21]([F:24])([F:23])[F:22])[CH:15]=2)[N:8]=1)=O.[F:26][C:27]1[CH:28]=[C:29]([NH:33]N)[CH:30]=[CH:31][CH:32]=1. Given the product [F:26][C:27]1[CH:28]=[C:29]([N:33]2[C:5]([C:7]3[C:12](=[O:13])[CH:11]=[CH:10][N:9]([C:14]4[CH:19]=[CH:18][CH:17]=[C:16]([O:20][C:21]([F:24])([F:23])[F:22])[CH:15]=4)[N:8]=3)=[CH:4][CH:3]=[N:2]2)[CH:30]=[CH:31][CH:32]=1, predict the reactants needed to synthesize it. (2) Given the product [OH:10][C:7]1[N:8]=[CH:9][C:4]([O:3][CH3:2])=[C:5]2[C:6]=1[NH:12][CH:13]=[CH:14]2, predict the reactants needed to synthesize it. The reactants are: Cl.[CH3:2][O:3][C:4]1[CH:9]=[N:8][C:7]([O:10]C)=[C:6]2[NH:12][CH:13]=[CH:14][C:5]=12.CN1CCCC1=O.